Task: Predict the reaction yield, written as a fraction of the theoretical maximum amount of product (1.0 means a 100% yield; for example, 0.34 means a 34% yield).. Dataset: Reaction yield outcomes from USPTO patents with 853,638 reactions The product is [C:9]([C:4]1[CH:5]=[CH:6][C:7]([F:8])=[C:2]([C:20]2[C:21]([C:22]#[N:23])=[CH:24][CH:25]=[CH:26][CH:27]=2)[CH:3]=1)(=[O:11])[CH3:10]. The catalyst is O1CCCC1. The reactants are Cl[C:2]1[CH:3]=[C:4]([C:9](=[O:11])[CH3:10])[CH:5]=[CH:6][C:7]=1[F:8].CC1(C)C(C)(C)OB([C:20]2[CH:27]=[CH:26][CH:25]=[CH:24][C:21]=2[C:22]#[N:23])O1.[F-].[K+].C(P(C(C)(C)C)C(C)(C)C)(C)(C)C.[OH-].[Na+]. The yield is 0.260.